Dataset: Full USPTO retrosynthesis dataset with 1.9M reactions from patents (1976-2016). Task: Predict the reactants needed to synthesize the given product. (1) Given the product [OH:1][C:2]1[C:3]([C:12]([NH:33][CH2:32][C:28]2[S:27][CH:31]=[CH:30][CH:29]=2)=[O:14])=[CH:4][CH:5]=[C:6]2[C:11]=1[N:10]=[CH:9][CH:8]=[CH:7]2, predict the reactants needed to synthesize it. The reactants are: [OH:1][C:2]1[C:3]([C:12]([OH:14])=O)=[CH:4][CH:5]=[C:6]2[C:11]=1[N:10]=[CH:9][CH:8]=[CH:7]2.N1(C(N2C=CN=C2)=O)C=CN=C1.[S:27]1[CH:31]=[CH:30][CH:29]=[C:28]1[CH2:32][NH2:33]. (2) The reactants are: C[O:2][C:3]1[CH:8]=[CH:7][C:6]([C:9]2[C:10]([CH3:16])=[CH:11][C:12](=[O:15])[NH:13][N:14]=2)=[CH:5][CH:4]=1.[Cl-].[Al+3].[Cl-].[Cl-].O. Given the product [OH:2][C:3]1[CH:8]=[CH:7][C:6]([C:9]2[C:10]([CH3:16])=[CH:11][C:12](=[O:15])[NH:13][N:14]=2)=[CH:5][CH:4]=1, predict the reactants needed to synthesize it. (3) Given the product [CH3:1][O:2][C:3]1[CH:8]=[CH:7][C:6]([C:9]([C:36]2[CH:41]=[CH:40][C:39]([O:42][CH3:43])=[CH:38][CH:37]=2)([NH:10][C:11]2[O:12][C@H:13]([C:26]([F:29])([F:28])[F:27])[CH2:14][C@:15]([C:18]3[CH:23]=[C:22]([C:52]4[CH:53]=[N:54][CH:55]=[C:56]([CH:59]=4)[C:57]#[N:58])[CH:21]=[CH:20][C:19]=3[F:25])([CH3:17])[N:16]=2)[C:30]2[CH:35]=[CH:34][CH:33]=[CH:32][CH:31]=2)=[CH:5][CH:4]=1, predict the reactants needed to synthesize it. The reactants are: [CH3:1][O:2][C:3]1[CH:8]=[CH:7][C:6]([C:9]([C:36]2[CH:41]=[CH:40][C:39]([O:42][CH3:43])=[CH:38][CH:37]=2)([C:30]2[CH:35]=[CH:34][CH:33]=[CH:32][CH:31]=2)[NH:10][C:11]2[O:12][C@H:13]([C:26]([F:29])([F:28])[F:27])[CH2:14][C@:15]([C:18]3[CH:23]=[C:22](Br)[CH:21]=[CH:20][C:19]=3[F:25])([CH3:17])[N:16]=2)=[CH:5][CH:4]=1.CC1(C)C(C)(C)OB([C:52]2[CH:53]=[N:54][CH:55]=[C:56]([CH:59]=2)[C:57]#[N:58])O1. (4) Given the product [Br:1][C:2]1[N:7]=[C:6]([NH:8][CH2:16][CH:17]2[CH2:22][O:21][C:20]([CH3:24])([CH3:23])[CH2:19][O:18]2)[CH:5]=[CH:4][CH:3]=1, predict the reactants needed to synthesize it. The reactants are: [Br:1][C:2]1[N:7]=[C:6]([NH2:8])[CH:5]=[CH:4][CH:3]=1.[H-].[Na+].CS(O[CH2:16][CH:17]1[CH2:22][O:21][C:20]([CH3:24])([CH3:23])[CH2:19][O:18]1)(=O)=O. (5) Given the product [NH2:34][CH2:33][CH2:32][CH2:31][NH:30][C:28](=[O:29])[C:27]1[CH:39]=[CH:40][C:24](/[CH:23]=[N:22]/[NH:21][C:20]2[N:19]=[CH:18][N:17]=[C:16]3[N:12]([C:6]4[CH:7]=[CH:8][CH:9]=[CH:10][CH:11]=4)[N:13]=[CH:14][C:15]=23)=[CH:25][CH:26]=1, predict the reactants needed to synthesize it. The reactants are: C(N)CCN.[C:6]1([N:12]2[C:16]3=[N:17][CH:18]=[N:19][C:20]([NH:21]/[N:22]=[CH:23]/[C:24]4[CH:40]=[CH:39][C:27]([C:28]([NH:30][CH2:31][CH2:32][CH2:33][N:34]5CCCC5)=[O:29])=[CH:26][CH:25]=4)=[C:15]3[CH:14]=[N:13]2)[CH:11]=[CH:10][CH:9]=[CH:8][CH:7]=1. (6) Given the product [CH2:9]([O:8][CH2:5][C:6]1[CH:21]=[CH:22][CH:17]=[CH:18][CH:19]=1)[C:10]1[CH:11]=[CH:12][CH:13]=[CH:14][CH:15]=1, predict the reactants needed to synthesize it. The reactants are: [H-].[Na+].BrC[CH:5]([O:8][CH2:9][C:10]1[CH:15]=[CH:14][CH:13]=[CH:12][CH:11]=1)[CH2:6]Br.C(Br)[C:17]1[CH:22]=[CH:21]C=[CH:19][CH:18]=1. (7) Given the product [CH2:14]([O:13][Si:9]([CH2:8][N:1]1[CH2:6][CH2:5][NH:4][CH2:3][CH2:2]1)([O:16][CH2:17][CH3:18])[O:10][CH2:11][CH3:12])[CH3:15], predict the reactants needed to synthesize it. The reactants are: [NH:1]1[CH2:6][CH2:5][NH:4][CH2:3][CH2:2]1.Cl[CH2:8][Si:9]([O:16][CH2:17][CH3:18])([O:13][CH2:14][CH3:15])[O:10][CH2:11][CH3:12].[SiH4]. (8) The reactants are: FC(F)(F)C(O)=O.[CH3:8][C:9]1[N:14]=[CH:13][C:12]([C:15]2[S:19][C:18]([C:20]([OH:22])=O)=[N:17][CH:16]=2)=[CH:11][N:10]=1.Cl.[NH2:24][C@@H:25]([CH:38]1[CH2:43][CH2:42][CH2:41][CH2:40][CH2:39]1)[C:26]([N:28]1[CH2:32][C@H:31]([Cl:33])[C@H:30]2[O:34][CH2:35][C@H:36]([OH:37])[C@@H:29]12)=[O:27].CCN(CC)CC.CCCP(=O)=O. Given the product [Cl:33][C@H:31]1[CH2:32][N:28]([C:26](=[O:27])[C@@H:25]([NH:24][C:20]([C:18]2[S:19][C:15]([C:12]3[CH:13]=[N:14][C:9]([CH3:8])=[N:10][CH:11]=3)=[CH:16][N:17]=2)=[O:22])[CH:38]2[CH2:39][CH2:40][CH2:41][CH2:42][CH2:43]2)[C@@H:29]2[C@@H:36]([OH:37])[CH2:35][O:34][C@H:30]12, predict the reactants needed to synthesize it.